From a dataset of Forward reaction prediction with 1.9M reactions from USPTO patents (1976-2016). Predict the product of the given reaction. (1) Given the reactants [Cl:1][C:2]1[N:7]=[C:6]([S:8][CH3:9])[N:5]=[C:4]([NH2:10])[CH:3]=1.[O:11](C(OC(C)(C)C)=O)[C:12]([O:14][C:15]([CH3:18])([CH3:17])[CH3:16])=O, predict the reaction product. The product is: [Cl:1][C:2]1[N:7]=[C:6]([S:8][CH3:9])[N:5]=[C:4]([N:10]([C:12]([O:14][C:15]([CH3:18])([CH3:17])[CH3:16])=[O:11])[C:12]([O:14][C:15]([CH3:18])([CH3:17])[CH3:16])=[O:11])[CH:3]=1. (2) Given the reactants [O:1]1[C@H:3]2[CH:4]=[C:5]3[C@@H:21]([C@@:22]4([CH3:28])[CH2:23][CH2:24][C@H:25](O)[CH2:26][C:2]124)[CH2:20][CH2:19][C@@:18]1([CH3:29])[C@H:6]3[CH2:7][CH2:8][C@@H:9]1[C@H:10]([CH3:17])[CH2:11][CH2:12][CH2:13][CH:14]([CH3:16])[CH3:15].[NH2:30][CH2:31][CH2:32][C:33]1[N:37]=[CH:36][NH:35][CH:34]=1.C(O)CCC, predict the reaction product. The product is: [OH:1][C@:2]12[CH2:26][CH2:25][CH2:24][CH2:23][C@:22]1([CH3:28])[C@@H:21]1[C:5]([C@H:6]3[C@:18]([CH3:29])([CH2:19][CH2:20]1)[C@@H:9]([C@H:10]([CH3:17])[CH2:11][CH2:12][CH2:13][CH:14]([CH3:16])[CH3:15])[CH2:8][CH2:7]3)=[CH:4][C@H:3]2[NH:30][CH2:31][CH2:32][C:33]1[N:37]=[CH:36][NH:35][CH:34]=1. (3) Given the reactants [Br:1][C:2]1[C:3]([C:8]([C:10]2[CH:15]=[CH:14][C:13]([O:16][C:17]([F:20])([F:19])[F:18])=[C:12]([F:21])[CH:11]=2)=O)=[N:4][CH:5]=[CH:6][CH:7]=1.[CH3:22][C:23]([S@:26]([NH2:28])=[O:27])([CH3:25])[CH3:24], predict the reaction product. The product is: [Br:1][C:2]1[C:3]([C:8]([C:10]2[CH:15]=[CH:14][C:13]([O:16][C:17]([F:20])([F:19])[F:18])=[C:12]([F:21])[CH:11]=2)=[N:28][S@@:26]([C:23]([CH3:25])([CH3:24])[CH3:22])=[O:27])=[N:4][CH:5]=[CH:6][CH:7]=1. (4) Given the reactants [Cl:1][C:2]1[C:9]([Cl:10])=[C:8]([O:11]C)[CH:7]=[CH:6][C:3]=1[CH:4]=[O:5].B(Br)(Br)Br, predict the reaction product. The product is: [Cl:1][C:2]1[C:9]([Cl:10])=[C:8]([OH:11])[CH:7]=[CH:6][C:3]=1[CH:4]=[O:5]. (5) Given the reactants [NH2:1][C:2]1[N:7]=[CH:6][C:5]([C:8]2[CH:16]=[CH:15][C:11]([C:12](O)=[O:13])=[CH:10][CH:9]=2)=[CH:4][C:3]=1[O:17][CH:18]([C:20]1[C:25]([Cl:26])=[CH:24][CH:23]=[CH:22][C:21]=1[Cl:27])[CH3:19].[N:28]1([CH2:33][CH2:34][NH2:35])[CH2:32][CH2:31][CH2:30][CH2:29]1, predict the reaction product. The product is: [NH2:1][C:2]1[N:7]=[CH:6][C:5]([C:8]2[CH:16]=[CH:15][C:11]([C:12]([NH:35][CH2:34][CH2:33][N:28]3[CH2:32][CH2:31][CH2:30][CH2:29]3)=[O:13])=[CH:10][CH:9]=2)=[CH:4][C:3]=1[O:17][CH:18]([C:20]1[C:21]([Cl:27])=[CH:22][CH:23]=[CH:24][C:25]=1[Cl:26])[CH3:19].